Dataset: Reaction yield outcomes from USPTO patents with 853,638 reactions. Task: Predict the reaction yield, written as a fraction of the theoretical maximum amount of product (1.0 means a 100% yield; for example, 0.34 means a 34% yield). (1) The product is [CH2:1]([C:3]1[S:28][C:6]2[N:7]([CH2:13][C:14]3[CH:19]=[CH:18][C:17]([C:20]4[C:21]([C:26]#[N:27])=[CH:22][CH:23]=[CH:24][CH:25]=4)=[CH:16][CH:15]=3)[C:8](=[O:12])[N:9]([CH2:30][C:31]([C:33]3[CH:38]=[CH:37][CH:36]=[CH:35][C:34]=3[O:39][CH3:40])=[O:32])[C:10](=[O:11])[C:5]=2[CH:4]=1)[CH3:2]. The yield is 0.600. The reactants are [CH2:1]([C:3]1[S:28][C:6]2[N:7]([CH2:13][C:14]3[CH:19]=[CH:18][C:17]([C:20]4[C:21]([C:26]#[N:27])=[CH:22][CH:23]=[CH:24][CH:25]=4)=[CH:16][CH:15]=3)[C:8](=[O:12])[NH:9][C:10](=[O:11])[C:5]=2[CH:4]=1)[CH3:2].Br[CH2:30][C:31]([C:33]1[CH:38]=[CH:37][CH:36]=[CH:35][C:34]=1[O:39][CH3:40])=[O:32].CN(C)C=O.[H-].[Na+]. The catalyst is C(OCC)(=O)C. (2) The reactants are C(OC([N:8]1[CH2:13][C@@H:12]2[CH2:14][C@H:9]1[CH2:10][N:11]2[CH2:15][C:16]1[CH:21]=[CH:20][C:19]([O:22][C:23]2[S:24][C:25]3[CH:31]=[CH:30][CH:29]=[CH:28][C:26]=3[N:27]=2)=[CH:18][CH:17]=1)=O)(C)(C)C.[ClH:32]. The catalyst is C(Cl)Cl. The product is [ClH:32].[C@H:12]12[CH2:14][C@H:9]([NH:8][CH2:13]1)[CH2:10][N:11]2[CH2:15][C:16]1[CH:17]=[CH:18][C:19]([O:22][C:23]2[S:24][C:25]3[CH:31]=[CH:30][CH:29]=[CH:28][C:26]=3[N:27]=2)=[CH:20][CH:21]=1. The yield is 0.700. (3) The reactants are [N:1]1[CH:2]=[C:3]([C:18]([CH3:23])([CH3:22])[C:19](Cl)=[O:20])[N:4]2[C:17]=1[C:16]1[CH:15]=[CH:14][CH:13]=[CH:12][C:11]=1[C:10]1[CH:9]=[CH:8][CH:7]=[CH:6][C:5]2=1.[Cl-].[Al+3].[Cl-].[Cl-]. The catalyst is ClCCl. The product is [CH3:22][C:18]1([CH3:23])[C:19](=[O:20])[C:6]2[CH:7]=[CH:8][CH:9]=[C:10]3[C:5]=2[N:4]2[C:17](=[N:1][CH:2]=[C:3]12)[C:16]1[CH:15]=[CH:14][CH:13]=[CH:12][C:11]=13. The yield is 0.810. (4) The product is [CH3:2][O:3][N:4]([CH3:5])[C:24](=[O:26])[CH2:23][N:20]1[CH2:19][CH2:18][N:17]([C:10]([O:12][C:13]([CH3:14])([CH3:15])[CH3:16])=[O:11])[CH2:22][CH2:21]1. The yield is 0.570. The catalyst is C(Cl)Cl. The reactants are Cl.[CH3:2][O:3][NH:4][CH3:5].C[Al](C)C.[C:10]([N:17]1[CH2:22][CH2:21][N:20]([CH2:23][C:24]([O:26]CC)=O)[CH2:19][CH2:18]1)([O:12][C:13]([CH3:16])([CH3:15])[CH3:14])=[O:11]. (5) The reactants are [Cl:1][C:2]1[C:11]2[C:6](=[CH:7][C:8]([O:13][CH3:14])=[C:9]([OH:12])[CH:10]=2)[N:5]=[CH:4][CH:3]=1.Cl[CH2:16][CH2:17][CH2:18][N:19]1[CH2:24][CH2:23][O:22][CH2:21][CH2:20]1.C([O-])([O-])=O.[K+].[K+]. The catalyst is CN(C=O)C. The product is [Cl:1][C:2]1[C:11]2[C:6](=[CH:7][C:8]([O:13][CH3:14])=[C:9]([O:12][CH2:16][CH2:17][CH2:18][N:19]3[CH2:24][CH2:23][O:22][CH2:21][CH2:20]3)[CH:10]=2)[N:5]=[CH:4][CH:3]=1. The yield is 0.680. (6) The reactants are I[CH2:2][C@@H:3]([CH3:16])[CH2:4][N:5]1[C:14]2[C:9](=[CH:10][CH:11]=[CH:12][CH:13]=2)[CH2:8][CH2:7][C:6]1=[O:15].[CH2:17]([O:20][CH:21]1[CH2:26][CH2:25][NH:24][CH2:23][CH2:22]1)[CH2:18][CH3:19]. The catalyst is CC#N. The product is [CH3:16][C@H:3]([CH2:2][N:24]1[CH2:25][CH2:26][CH:21]([O:20][CH2:17][CH2:18][CH3:19])[CH2:22][CH2:23]1)[CH2:4][N:5]1[C:14]2[C:9](=[CH:10][CH:11]=[CH:12][CH:13]=2)[CH2:8][CH2:7][C:6]1=[O:15]. The yield is 0.380. (7) The reactants are [CH3:1][CH2:2][CH:3]([N:6]1[C:10]2=[N:11][C:12]([C:15]#[C:16][Si](C)(C)C)=[CH:13][N:14]=[C:9]2[N:8]=[C:7]1[OH:21])[CH2:4][CH3:5].[F-].[K+]. The catalyst is CO.C1COCC1.O. The product is [C:15]([C:12]1[N:11]=[C:10]2[N:6]([CH:3]([CH2:4][CH3:5])[CH2:2][CH3:1])[C:7]([OH:21])=[N:8][C:9]2=[N:14][CH:13]=1)#[CH:16]. The yield is 0.370.